Dataset: Full USPTO retrosynthesis dataset with 1.9M reactions from patents (1976-2016). Task: Predict the reactants needed to synthesize the given product. Given the product [F:14][C:9]1([F:15])[CH2:8][N:7]([CH:16]([CH3:18])[CH3:17])[C:6]2[N:19]=[C:2]([NH:20][C:21]3[C:36]([O:37][CH3:38])=[CH:35][C:24]([C:25]([NH:27][CH:28]4[CH2:33][CH2:32][N:31]([CH3:34])[CH2:30][CH2:29]4)=[O:26])=[C:23]([F:39])[CH:22]=3)[N:3]=[CH:4][C:5]=2[N:11]([CH3:12])[C:10]1=[O:13], predict the reactants needed to synthesize it. The reactants are: Cl[C:2]1[N:3]=[CH:4][C:5]2[N:11]([CH3:12])[C:10](=[O:13])[C:9]([F:15])([F:14])[CH2:8][N:7]([CH:16]([CH3:18])[CH3:17])[C:6]=2[N:19]=1.[NH2:20][C:21]1[C:36]([O:37][CH3:38])=[CH:35][C:24]([C:25]([NH:27][CH:28]2[CH2:33][CH2:32][N:31]([CH3:34])[CH2:30][CH2:29]2)=[O:26])=[C:23]([F:39])[CH:22]=1.S(=O)(=O)(O)O.C(=O)([O-])[O-].[Na+].[Na+].